This data is from Forward reaction prediction with 1.9M reactions from USPTO patents (1976-2016). The task is: Predict the product of the given reaction. Given the reactants Cl.Cl.[NH2:3][CH:4]1[CH:9]2[CH2:10][CH2:11][N:6]([CH2:7][CH2:8]2)[CH2:5]1.CCN(CC)CC.[Cl:19][C:20]1[CH:21]=[C:22]([CH:25]=[CH:26][CH:27]=1)[CH:23]=O.[BH-](OC(C)=O)(OC(C)=O)OC(C)=O.[Na+], predict the reaction product. The product is: [Cl:19][C:20]1[CH:21]=[C:22]([CH2:23][NH:3][CH:4]2[CH:9]3[CH2:10][CH2:11][N:6]([CH2:7][CH2:8]3)[CH2:5]2)[CH:25]=[CH:26][CH:27]=1.